Task: Regression. Given two drug SMILES strings and cell line genomic features, predict the synergy score measuring deviation from expected non-interaction effect.. Dataset: NCI-60 drug combinations with 297,098 pairs across 59 cell lines (1) Drug 1: C1=NC2=C(N1)C(=S)N=C(N2)N. Drug 2: CC1=C(C(=CC=C1)Cl)NC(=O)C2=CN=C(S2)NC3=CC(=NC(=N3)C)N4CCN(CC4)CCO. Cell line: RPMI-8226. Synergy scores: CSS=36.5, Synergy_ZIP=-2.72, Synergy_Bliss=-1.75, Synergy_Loewe=-0.997, Synergy_HSA=-0.974. (2) Cell line: NCI-H322M. Drug 2: CC1=C(C(=O)C2=C(C1=O)N3CC4C(C3(C2COC(=O)N)OC)N4)N. Drug 1: C1=NC2=C(N1)C(=S)N=CN2. Synergy scores: CSS=29.6, Synergy_ZIP=-5.98, Synergy_Bliss=-4.03, Synergy_Loewe=-2.76, Synergy_HSA=-3.30. (3) Drug 1: C1CNP(=O)(OC1)N(CCCl)CCCl. Drug 2: B(C(CC(C)C)NC(=O)C(CC1=CC=CC=C1)NC(=O)C2=NC=CN=C2)(O)O. Cell line: MDA-MB-435. Synergy scores: CSS=59.3, Synergy_ZIP=-4.78, Synergy_Bliss=-9.13, Synergy_Loewe=-7.48, Synergy_HSA=-6.16. (4) Drug 1: CC12CCC(CC1=CCC3C2CCC4(C3CC=C4C5=CN=CC=C5)C)O. Drug 2: C1=NC2=C(N=C(N=C2N1C3C(C(C(O3)CO)O)F)Cl)N. Cell line: BT-549. Synergy scores: CSS=14.0, Synergy_ZIP=-1.38, Synergy_Bliss=-4.17, Synergy_Loewe=-24.6, Synergy_HSA=-4.47. (5) Drug 1: CC1C(C(=O)NC(C(=O)N2CCCC2C(=O)N(CC(=O)N(C(C(=O)O1)C(C)C)C)C)C(C)C)NC(=O)C3=C4C(=C(C=C3)C)OC5=C(C(=O)C(=C(C5=N4)C(=O)NC6C(OC(=O)C(N(C(=O)CN(C(=O)C7CCCN7C(=O)C(NC6=O)C(C)C)C)C)C(C)C)C)N)C. Drug 2: C1=NNC2=C1C(=O)NC=N2. Cell line: NCI-H460. Synergy scores: CSS=13.9, Synergy_ZIP=-0.371, Synergy_Bliss=-0.248, Synergy_Loewe=-43.2, Synergy_HSA=-2.31. (6) Drug 1: CN(CC1=CN=C2C(=N1)C(=NC(=N2)N)N)C3=CC=C(C=C3)C(=O)NC(CCC(=O)O)C(=O)O. Synergy scores: CSS=28.0, Synergy_ZIP=1.74, Synergy_Bliss=1.49, Synergy_Loewe=-56.2, Synergy_HSA=-0.886. Drug 2: CN(CCCl)CCCl.Cl. Cell line: HS 578T. (7) Drug 1: CC1=CC=C(C=C1)C2=CC(=NN2C3=CC=C(C=C3)S(=O)(=O)N)C(F)(F)F. Drug 2: CN1C2=C(C=C(C=C2)N(CCCl)CCCl)N=C1CCCC(=O)O.Cl. Cell line: HCC-2998. Synergy scores: CSS=2.19, Synergy_ZIP=1.27, Synergy_Bliss=0.501, Synergy_Loewe=-0.890, Synergy_HSA=-3.29. (8) Drug 1: C1=CN(C(=O)N=C1N)C2C(C(C(O2)CO)O)O.Cl. Drug 2: CC=C1C(=O)NC(C(=O)OC2CC(=O)NC(C(=O)NC(CSSCCC=C2)C(=O)N1)C(C)C)C(C)C. Cell line: NCI-H322M. Synergy scores: CSS=26.7, Synergy_ZIP=-1.60, Synergy_Bliss=4.63, Synergy_Loewe=-10.9, Synergy_HSA=2.39. (9) Drug 1: C1CN(CCN1C(=O)CCBr)C(=O)CCBr. Drug 2: C1CCC(C(C1)N)N.C(=O)(C(=O)[O-])[O-].[Pt+4]. Cell line: OVCAR-8. Synergy scores: CSS=42.5, Synergy_ZIP=-10.6, Synergy_Bliss=-6.34, Synergy_Loewe=-2.69, Synergy_HSA=-0.593. (10) Drug 1: CCCCC(=O)OCC(=O)C1(CC(C2=C(C1)C(=C3C(=C2O)C(=O)C4=C(C3=O)C=CC=C4OC)O)OC5CC(C(C(O5)C)O)NC(=O)C(F)(F)F)O. Drug 2: CN(CC1=CN=C2C(=N1)C(=NC(=N2)N)N)C3=CC=C(C=C3)C(=O)NC(CCC(=O)O)C(=O)O. Cell line: U251. Synergy scores: CSS=77.2, Synergy_ZIP=4.33, Synergy_Bliss=4.53, Synergy_Loewe=1.46, Synergy_HSA=6.38.